Dataset: Full USPTO retrosynthesis dataset with 1.9M reactions from patents (1976-2016). Task: Predict the reactants needed to synthesize the given product. (1) Given the product [CH:12]1([C:4]2[C:3]([CH3:15])=[C:2]([N:19]3[C:20]4[C:21](=[N:22][CH:23]=[C:24]([N:26]5[CH2:27][CH2:28][O:29][CH2:30][CH2:31]5)[CH:25]=4)[C:17]([CH3:32])([CH3:16])[CH2:18]3)[C:11]3[C:6](=[N:7][CH:8]=[CH:9][CH:10]=3)[N:5]=2)[CH2:14][CH2:13]1, predict the reactants needed to synthesize it. The reactants are: Cl[C:2]1[C:11]2[C:6](=[N:7][CH:8]=[CH:9][CH:10]=2)[N:5]=[C:4]([CH:12]2[CH2:14][CH2:13]2)[C:3]=1[CH3:15].[CH3:16][C:17]1([CH3:32])[C:21]2=[N:22][CH:23]=[C:24]([N:26]3[CH2:31][CH2:30][O:29][CH2:28][CH2:27]3)[CH:25]=[C:20]2[NH:19][CH2:18]1.CC(C)([O-])C.[Na+]. (2) Given the product [C:2]1([S:8]([C:11]2[CH:29]=[CH:28][C:14]3[N:15]([CH:21]4[CH2:26][CH2:25][N:24]([CH3:27])[CH2:23][CH2:22]4)[CH2:16][C:17]([CH3:19])([CH3:20])[O:18][C:13]=3[CH:12]=2)(=[O:10])=[O:9])[CH:7]=[CH:6][CH:5]=[CH:4][CH:3]=1, predict the reactants needed to synthesize it. The reactants are: [I-].[C:2]1([S:8]([C:11]2[CH:29]=[CH:28][C:14]3[N:15]([C:21]4[CH:26]=[CH:25][N+:24]([CH3:27])=[CH:23][CH:22]=4)[CH2:16][C:17]([CH3:20])([CH3:19])[O:18][C:13]=3[CH:12]=2)(=[O:10])=[O:9])[CH:7]=[CH:6][CH:5]=[CH:4][CH:3]=1.[BH4-].[Na+]. (3) The reactants are: C(OC(=O)[NH:7][CH2:8][CH2:9][NH:10][C:11]([C:13]1[CH:14]=[CH:15][C:16]2[C:22]3[N:23]=[C:24]([NH:27][C:28]4[CH:33]=[CH:32][C:31]([O:34][CH3:35])=[C:30]([O:36][CH3:37])[CH:29]=4)[N:25]=[CH:26][C:21]=3[CH2:20][C:19](=[O:38])[NH:18][C:17]=2[CH:39]=1)=[O:12])(C)(C)C.C(Cl)Cl.CO.Cl. Given the product [NH2:7][CH2:8][CH2:9][NH:10][C:11]([C:13]1[CH:14]=[CH:15][C:16]2[C:22]3[N:23]=[C:24]([NH:27][C:28]4[CH:33]=[CH:32][C:31]([O:34][CH3:35])=[C:30]([O:36][CH3:37])[CH:29]=4)[N:25]=[CH:26][C:21]=3[CH2:20][C:19](=[O:38])[NH:18][C:17]=2[CH:39]=1)=[O:12], predict the reactants needed to synthesize it. (4) Given the product [O:29]1[CH:33]=[CH:32][CH:31]=[C:30]1[Li:34].[O:35]1[CH:39]=[CH:38][CH:37]=[C:36]1[C:26]([CH:21]1[CH2:20][CH:19]2[CH2:25][CH:23]([CH2:24][N:17]([C:15]([O:14][C:10]([CH3:11])([CH3:12])[CH3:13])=[O:16])[CH2:18]2)[CH2:22]1)=[O:27], predict the reactants needed to synthesize it. The reactants are: Cl.CNOC.C[Al](C)C.[C:10]([O:14][C:15]([N:17]1[CH2:24][CH:23]2[CH2:25][CH:19]([CH2:20][CH:21]([C:26]([O-])=[O:27])[CH2:22]2)[CH2:18]1)=[O:16])([CH3:13])([CH3:12])[CH3:11].[O:29]1[CH:33]=[CH:32][CH:31]=[C:30]1[Li:34].[O:35]1[CH:39]=[CH:38][CH:37]=[CH:36]1.[Li]CCCC. (5) Given the product [OH:21][N:20]=[CH:2][C:3]([NH:22][C:23]1[CH:24]=[C:25]2[C:29](=[CH:30][CH:31]=1)[CH2:28][CH2:27][CH2:26]2)=[O:5], predict the reactants needed to synthesize it. The reactants are: Cl[C:2](Cl)(Cl)[CH:3]([OH:5])O.S([O-])([O-])(=O)=O.[Na+].[Na+].S(O)(O)(=O)=O.[NH2:20][OH:21].[NH2:22][C:23]1[CH:24]=[C:25]2[C:29](=[CH:30][CH:31]=1)[CH2:28][CH2:27][CH2:26]2.Cl. (6) Given the product [CH3:13][O:12][C:11]1[CH:10]=[CH:9][C:8]2[NH:7][C:6](=[O:14])[C:5]3[S:15][CH:16]=[CH:17][C:4]=3[C:3]=2[C:2]=1[C:37]1[CH:38]=[CH:39][C:34]([CH2:33][N:30]2[CH2:31][CH2:32][CH:27]([CH2:26][NH:25][C:23](=[O:24])[O:22][C:18]([CH3:20])([CH3:21])[CH3:19])[CH2:28][CH2:29]2)=[CH:35][CH:36]=1, predict the reactants needed to synthesize it. The reactants are: Br[C:2]1[C:3]2[C:4]3[CH:17]=[CH:16][S:15][C:5]=3[C:6](=[O:14])[NH:7][C:8]=2[CH:9]=[CH:10][C:11]=1[O:12][CH3:13].[C:18]([O:22][C:23]([NH:25][CH2:26][CH:27]1[CH2:32][CH2:31][N:30]([CH2:33][C:34]2[CH:39]=[CH:38][C:37](B(O)O)=[CH:36][CH:35]=2)[CH2:29][CH2:28]1)=[O:24])([CH3:21])([CH3:20])[CH3:19]. (7) Given the product [Cl:29][C:21]1[CH:22]=[C:23]([Cl:28])[C:24]([O:26][CH3:27])=[CH:25][C:20]=1[NH:19][C:11]1[C:10]2[C:15](=[CH:16][C:7](/[CH:55]=[CH:54]/[CH2:53][CH2:52][CH2:51][CH2:39][CH2:40][CH2:41][CH2:42][CH2:43][CH2:44][N:45]3[CH2:50][CH2:49][O:48][CH2:47][CH2:46]3)=[C:8]([O:30][CH3:31])[CH:9]=2)[N:14]=[CH:13][C:12]=1[C:17]#[N:18], predict the reactants needed to synthesize it. The reactants are: FC(F)(F)S(O[C:7]1[CH:16]=[C:15]2[C:10]([C:11]([NH:19][C:20]3[CH:25]=[C:24]([O:26][CH3:27])[C:23]([Cl:28])=[CH:22][C:21]=3[Cl:29])=[C:12]([C:17]#[N:18])[CH:13]=[N:14]2)=[CH:9][C:8]=1[O:30][CH3:31])(=O)=O.C([Sn](CCCC)(CCCC)/[C:39](/[CH2:51][CH2:52][CH2:53][CH2:54][CH3:55])=[CH:40]/[CH2:41][CH2:42][CH2:43][CH2:44][N:45]1[CH2:50][CH2:49][O:48][CH2:47][CH2:46]1)CCC.